Dataset: NCI-60 drug combinations with 297,098 pairs across 59 cell lines. Task: Regression. Given two drug SMILES strings and cell line genomic features, predict the synergy score measuring deviation from expected non-interaction effect. Drug 1: CN1CCC(CC1)COC2=C(C=C3C(=C2)N=CN=C3NC4=C(C=C(C=C4)Br)F)OC. Drug 2: CC(C)NC(=O)C1=CC=C(C=C1)CNNC.Cl. Cell line: MDA-MB-231. Synergy scores: CSS=2.40, Synergy_ZIP=-2.88, Synergy_Bliss=-5.43, Synergy_Loewe=-9.82, Synergy_HSA=-7.02.